From a dataset of Full USPTO retrosynthesis dataset with 1.9M reactions from patents (1976-2016). Predict the reactants needed to synthesize the given product. The reactants are: [NH:1]1[C:9]2[C:4](=[CH:5][CH:6]=[CH:7][CH:8]=2)[CH:3]=[CH:2]1.C=O.CC1(C)O[C:17](=O)[CH2:16][C:15](=[O:20])[O:14]1.C(N(CC)CC)C. Given the product [NH:1]1[C:9]2[C:4](=[CH:5][CH:6]=[CH:7][CH:8]=2)[C:3]([CH2:17][CH2:16][C:15]([OH:20])=[O:14])=[CH:2]1, predict the reactants needed to synthesize it.